Dataset: TCR-epitope binding with 47,182 pairs between 192 epitopes and 23,139 TCRs. Task: Binary Classification. Given a T-cell receptor sequence (or CDR3 region) and an epitope sequence, predict whether binding occurs between them. (1) The epitope is LLFGYPVYV. The TCR CDR3 sequence is CASSLAPGNYYYGYTF. Result: 0 (the TCR does not bind to the epitope). (2) The epitope is RISNCVADY. The TCR CDR3 sequence is CASSLVAGGNTGELFF. Result: 0 (the TCR does not bind to the epitope). (3) The epitope is RLRAEAQVK. The TCR CDR3 sequence is CASKTGAEAFF. Result: 0 (the TCR does not bind to the epitope). (4) The epitope is TFYLTNDVSFL. The TCR CDR3 sequence is CASSQIPSGRGETQYF. Result: 0 (the TCR does not bind to the epitope).